From a dataset of Reaction yield outcomes from USPTO patents with 853,638 reactions. Predict the reaction yield, written as a fraction of the theoretical maximum amount of product (1.0 means a 100% yield; for example, 0.34 means a 34% yield). (1) The reactants are ClC(OCC(C)C)=[O:3].[C:9]([N:16]([CH2:18][C:19]([OH:21])=[O:20])[CH3:17])([O:11][C:12]([CH3:15])([CH3:14])[CH3:13])=[O:10].CN1CCOCC1.[CH2:29]([NH2:39])[C:30]1[CH:38]=[CH:37][C:36]2[O:35][CH2:34][O:33][C:32]=2[CH:31]=1. The catalyst is C1COCC1. The yield is 0.950. The product is [C:29]([NH2:39])(=[O:3])[C:30]1[CH:38]=[CH:37][C:36]2[O:35][CH2:34][O:33][C:32]=2[CH:31]=1.[C:9]([N:16]([CH2:18][C:19]([OH:21])=[O:20])[CH3:17])([O:11][C:12]([CH3:14])([CH3:15])[CH3:13])=[O:10]. (2) The reactants are P(Cl)(Cl)(Cl)(Cl)[Cl:2].[N:7]1[CH:12]=[CH:11][CH:10]=[C:9]([S:13]([OH:16])(=O)=[O:14])[CH:8]=1. The catalyst is C1(C)C=CC=CC=1. The product is [N:7]1[CH:12]=[CH:11][CH:10]=[C:9]([S:13]([Cl:2])(=[O:16])=[O:14])[CH:8]=1. The yield is 1.00. (3) The reactants are [N+:1]([C:4]1[CH:13]=[CH:12][CH:11]=[C:6]([C:7]([O:9][CH3:10])=[O:8])[C:5]=1[NH2:14])([O-])=O. The catalyst is CO.[Pd]. The product is [NH2:1][C:4]1[CH:13]=[CH:12][CH:11]=[C:6]([C:7]([O:9][CH3:10])=[O:8])[C:5]=1[NH2:14]. The yield is 1.00. (4) The reactants are Cl.[NH2:2][C:3]1[N:8]=[C:7](I)[CH:6]=[C:5]([NH:10][CH2:11][CH3:12])[N:4]=1.[C:13]([O:17][CH2:18][CH3:19])(=[O:16])[CH:14]=[CH2:15].[CH2:20](N(CC)CC)C.CN(C=O)C. The catalyst is C1C=CC([P]([Pd]([P](C2C=CC=CC=2)(C2C=CC=CC=2)C2C=CC=CC=2)([P](C2C=CC=CC=2)(C2C=CC=CC=2)C2C=CC=CC=2)[P](C2C=CC=CC=2)(C2C=CC=CC=2)C2C=CC=CC=2)(C2C=CC=CC=2)C2C=CC=CC=2)=CC=1.CC(C)=O. The product is [NH2:2][C:3]1[N:4]=[C:5]([NH:10][CH2:11][CH3:12])[C:6](/[CH:15]=[CH:14]/[C:13]([O:17][CH2:18][CH3:19])=[O:16])=[C:7]([CH3:20])[N:8]=1. The yield is 0.670. (5) The reactants are [CH3:1][N:2]([CH3:23])[C:3](=[O:22])[C:4]1[CH:9]=[CH:8][C:7](/[CH:10]=[N:11]/[C:12]2[CH:20]=[CH:19][CH:18]=[C:17]3[C:13]=2[CH2:14][O:15][C:16]3=[O:21])=[CH:6][CH:5]=1.[CH3:24][N:25]1[CH:29]=[CH:28][N:27]=[C:26]1[CH:30]=O.[Na].[CH2:33]([OH:35])[CH3:34]. The catalyst is C(OCC)(=O)CC. The product is [CH3:23][N:2]([CH3:1])[C:3]([C:4]1[CH:9]=[CH:8][C:7]([CH:10]2[CH:30]([C:26]3[N:25]([CH3:24])[CH:29]=[CH:28][N:27]=3)[C:14](=[O:15])[C:13]3[C:17]([C:16]([O:35][CH2:33][CH3:34])=[O:21])=[CH:18][CH:19]=[CH:20][C:12]=3[NH:11]2)=[CH:6][CH:5]=1)=[O:22]. The yield is 0.370. (6) The reactants are [CH3:1][N:2]([CH3:19])[C:3](=[O:18])[C@H:4]([O:6][C:7]1[CH:16]=[CH:15][CH:14]=[C:13]2[C:8]=1[C:9](=O)[NH:10][CH:11]=[N:12]2)[CH3:5].[CH3:20][O:21][C:22]1[CH:23]=[C:24]([CH:36]=[CH:37][CH:38]=1)[CH2:25][N:26]1[C:34]2[C:29](=[CH:30][C:31]([NH2:35])=[CH:32][CH:33]=2)[CH:28]=[N:27]1. No catalyst specified. The product is [CH3:20][O:21][C:22]1[CH:23]=[C:24]([CH:36]=[CH:37][CH:38]=1)[CH2:25][N:26]1[C:34]2[C:29](=[CH:30][C:31]([NH:35][C:9]3[C:8]4[C:13](=[CH:14][CH:15]=[CH:16][C:7]=4[O:6][C@H:4]([CH3:5])[C:3]([N:2]([CH3:19])[CH3:1])=[O:18])[N:12]=[CH:11][N:10]=3)=[CH:32][CH:33]=2)[CH:28]=[N:27]1. The yield is 0.580. (7) The reactants are Br[C:2]1[CH:3]=[C:4]([CH:9]=[CH:10][C:11]=1[CH3:12])[C:5]([O:7][CH3:8])=[O:6].[CH2:13]([Sn](CCCC)(CCCC)CCCC)[CH:14]=[CH2:15].[Cl-].[Li+]. The catalyst is CN(C=O)C.Cl[Pd](Cl)([P](C1C=CC=CC=1)(C1C=CC=CC=1)C1C=CC=CC=1)[P](C1C=CC=CC=1)(C1C=CC=CC=1)C1C=CC=CC=1. The product is [CH3:8][O:7][C:5](=[O:6])[C:4]1[CH:9]=[CH:10][C:11]([CH3:12])=[C:2]([CH2:15][CH:14]=[CH2:13])[CH:3]=1. The yield is 1.00. (8) The reactants are [C:1]([O:5]C1C=CC=CC=1CN(CC1C=CC=CN=1)CCCN1CCC(C2C=CC=CC=2)CC1)(C)(C)C.CO[CH:38]1[CH2:43][CH:42]([C:44]2[CH:49]=[CH:48][CH:47]=[CH:46][CH:45]=2)[CH2:41][CH2:40][NH:39]1.[C:50]([O:54][C:55]1[CH:75]=[CH:74][CH:73]=[CH:72][C:56]=1[CH2:57][N:58]([CH2:68][CH2:69][CH2:70]Cl)[CH2:59][CH2:60][NH:61][C:62](=[O:67])[C:63]([CH3:66])([CH3:65])[CH3:64])([CH3:53])([CH3:52])[CH3:51].C([O-])([O-])=O.[K+].[K+]. No catalyst specified. The product is [C:50]([O:54][C:55]1[CH:75]=[CH:74][CH:73]=[CH:72][C:56]=1[CH2:57][N:58]([CH2:68][CH2:69][CH2:70][N:39]1[CH2:38][CH2:43][CH:42]([C:44]2[CH:45]=[CH:46][CH:47]=[CH:48][C:49]=2[O:5][CH3:1])[CH2:41][CH2:40]1)[CH2:59][CH2:60][NH:61][C:62](=[O:67])[C:63]([CH3:66])([CH3:65])[CH3:64])([CH3:53])([CH3:52])[CH3:51]. The yield is 0.650. (9) The reactants are [OH:1][C:2]1[CH:7]=[CH:6][C:5]([C:8]2[CH:13]=[CH:12][C:11]([C:14]#[N:15])=[CH:10][CH:9]=2)=[CH:4][C:3]=1[CH3:16].[I:17]N1C(=O)CCC1=O.CN(C)C(=N)N(C)C.[O-]S([O-])=O.[Na+].[Na+].C([O-])([O-])=O.[Na+].[Na+].P([O-])(O)(O)=O.[K+]. The catalyst is CCOCC.CN(C=O)C. The product is [OH:1][C:2]1[C:7]([I:17])=[CH:6][C:5]([C:8]2[CH:13]=[CH:12][C:11]([C:14]#[N:15])=[CH:10][CH:9]=2)=[CH:4][C:3]=1[CH3:16]. The yield is 0.170.